From a dataset of Experimentally validated miRNA-target interactions with 360,000+ pairs, plus equal number of negative samples. Binary Classification. Given a miRNA mature sequence and a target amino acid sequence, predict their likelihood of interaction. (1) The miRNA is hsa-miR-1252-3p with sequence CAAAUGAGCUUAAUUUCCUUUU. The protein sequence of the target gene is MDTAEEDICRVCRSEGTPEKPLYHPCVCTGSIKFIHQECLVQWLKHSRKEYCELCKHRFAFTPIYSPDMPSRLPIQDIFAGLVTSIGTAIRYWFHYTLVAFAWLGVVPLTACRIYKCLFTGSVSSLLTLPLDMLSTENLLADCLQGCFVVTCTLCAFISLVWLREQIVHGGAPIWLEHAAPPFNAAGHHQNEAPVGGNGAENPAADQPANPAGENAVLGENPDAQDGQAEEEEEDNEEEDDAGVEDAADANNGAQDDMNWNALEWDRAAEELTWERMLGLDGSLVFLEHVFWVVSLNTLF.... Result: 0 (no interaction). (2) The miRNA is mmu-miR-384-3p with sequence AUUCCUAGAAAUUGUUCACAAU. The protein sequence of the target gene is MCESYSRSLLRVSVAQICQALGWDSVQLSACHLLTDVLQRYLQQLGRGCHRYSELYGRTDPILDDVGEAFQLMGVNLHELEDYIHNIEPVTFPHQIPSFPVSKNNVLQFPQPGSKDAEERKDYIPDYLPPIVSSQEEEEEEQVPTDGGTSAEAMQVPLEEDDEMEEEEVINDENFLGKRPLDSPEVEEMPSMKRPRLLSTKGDSLDVVLLEAREPLSSINPQKTPPVLSPVRVQDRADLAPPSPQPPMLAPFAKSQLPIAKPLETKSFTPKTKTKASSPGQKTKSPKAALSPARLGSPIR.... Result: 0 (no interaction).